The task is: Predict the reaction yield, written as a fraction of the theoretical maximum amount of product (1.0 means a 100% yield; for example, 0.34 means a 34% yield).. This data is from Reaction yield outcomes from USPTO patents with 853,638 reactions. (1) The reactants are [C:1]([O:5][C:6](=[O:15])[NH:7][CH:8]1[CH2:13][CH2:12][CH:11]([OH:14])[CH2:10][CH2:9]1)([CH3:4])([CH3:3])[CH3:2].C[N+]1([O-])CCOCC1. The catalyst is C(Cl)Cl.[Ru]([O-])(=O)(=O)=O.C([N+](CCC)(CCC)CCC)CC. The product is [C:1]([O:5][C:6](=[O:15])[NH:7][CH:8]1[CH2:13][CH2:12][C:11](=[O:14])[CH2:10][CH2:9]1)([CH3:4])([CH3:2])[CH3:3]. The yield is 0.960. (2) The reactants are [CH3:1][O:2][C:3]1[C:4]2[C:17]([C:18]3[CH:23]=[CH:22][CH:21]=[CH:20][CH:19]=3)=[C:16]([C:24]3[CH:29]=[CH:28][C:27]([C:30]4([NH2:34])[CH2:33][CH2:32][CH2:31]4)=[CH:26][CH:25]=3)[O:15][C:5]=2[N:6]=[C:7]([N:9]2[CH2:14][CH2:13][O:12][CH2:11][CH2:10]2)[N:8]=1.O[C@H]1CCN(C2N=C(OC)C3C(C4C=CC=CC=4)=C(C4C=CC(C5(NC(=O)OC(C)(C)C)CCC5)=CC=4)OC=3N=2)C1. No catalyst specified. The product is [NH2:34][C:30]1([C:27]2[CH:28]=[CH:29][C:24]([C:16]3[O:15][C:5]4[N:6]=[C:7]([N:9]5[CH2:10][CH2:11][C@H:13]([OH:12])[CH2:14]5)[N:8]=[C:3]([O:2][CH3:1])[C:4]=4[C:17]=3[C:18]3[CH:19]=[CH:20][CH:21]=[CH:22][CH:23]=3)=[CH:25][CH:26]=2)[CH2:33][CH2:32][CH2:31]1. The yield is 0.280. (3) The reactants are [Br:1][C:2]1[CH:3]=[N:4][CH:5]=[C:6](I)[CH:7]=1.[CH3:9][C:10]([O:13][C:14]([NH:16][CH:17]1[CH2:22][CH2:21][NH:20][CH2:19][CH2:18]1)=[O:15])([CH3:12])[CH3:11].C(=O)([O-])[O-].[Cs+].[Cs+].C(C1CCCCC1=O)(=O)C(C)C. The catalyst is CCOC(C)=O.O1CCOCC1. The product is [Br:1][C:2]1[CH:7]=[C:6]([N:20]2[CH2:19][CH2:18][CH:17]([NH:16][C:14](=[O:15])[O:13][C:10]([CH3:11])([CH3:9])[CH3:12])[CH2:22][CH2:21]2)[CH:5]=[N:4][CH:3]=1. The yield is 0.260. (4) The reactants are [CH3:1][Si](C=[N+]=[N-])(C)C.[Br:8][C:9]1[N:10]([CH2:28][CH2:29][C:30]([OH:32])=[O:31])[C:11]2[C:16]([C:17]=1[CH:18]1[CH2:23][CH2:22][CH2:21][CH2:20][CH2:19]1)=[CH:15][CH:14]=[C:13]([C:24]([O:26][CH3:27])=[O:25])[CH:12]=2. The catalyst is C1(C)C=CC=CC=1.CO. The product is [Br:8][C:9]1[N:10]([CH2:28][CH2:29][C:30]([O:32][CH3:1])=[O:31])[C:11]2[C:16]([C:17]=1[CH:18]1[CH2:19][CH2:20][CH2:21][CH2:22][CH2:23]1)=[CH:15][CH:14]=[C:13]([C:24]([O:26][CH3:27])=[O:25])[CH:12]=2. The yield is 0.630. (5) The reactants are [F:1][C:2]1[CH:10]=[C:9]([F:11])[CH:8]=[CH:7][C:3]=1[C:4]([OH:6])=[O:5].S(Cl)(Cl)(=O)=O.[CH3:17]O. No catalyst specified. The product is [F:1][C:2]1[CH:10]=[C:9]([F:11])[CH:8]=[CH:7][C:3]=1[C:4]([O:6][CH3:17])=[O:5]. The yield is 0.920. (6) The reactants are [NH2:1][C@H:2]1[CH2:7][CH2:6][C@H:5]([C:8]([OH:10])=[O:9])[CH2:4][CH2:3]1.CCN(C(C)C)C(C)C.F[C:21]1[CH:22]=[C:23]([CH:35]=[CH:36][C:37]=1[N+:38]([O-:40])=[O:39])[CH2:24][N:25]1[CH2:30][CH2:29][CH:28]([C:31]([OH:34])([CH3:33])[CH3:32])[CH2:27][CH2:26]1. The catalyst is C(#N)C. The product is [OH:34][C:31]([CH:28]1[CH2:29][CH2:30][N:25]([CH2:24][C:23]2[CH:35]=[CH:36][C:37]([N+:38]([O-:40])=[O:39])=[C:21]([NH:1][C@H:2]3[CH2:7][CH2:6][C@H:5]([C:8]([OH:10])=[O:9])[CH2:4][CH2:3]3)[CH:22]=2)[CH2:26][CH2:27]1)([CH3:33])[CH3:32]. The yield is 0.990. (7) The reactants are [F:1][C:2]1[CH:7]=[CH:6][C:5]([C:8]2[O:9][C:10]3[CH:20]=[C:19]([N:21]([CH3:26])[S:22]([CH3:25])(=[O:24])=[O:23])[C:18](C4C=CC=C(B5OC(C)(C)C(C)(C)O5)C=4)=[CH:17][C:11]=3[C:12]=2[C:13]([NH:15][CH3:16])=[O:14])=[CH:4][CH:3]=1.[CH2:42]([O:49][C:50]1[C:51]([C:57]2[C:65]([CH2:66][OH:67])=[C:60]3[CH:61]=[CH:62][CH:63]=[CH:64][N:59]3[N:58]=2)=[N:52][C:53](Cl)=[CH:54][CH:55]=1)[C:43]1[CH:48]=[CH:47][CH:46]=[CH:45][CH:44]=1.CC(C1C=C(C(C)C)C(C2C=CC=CC=2P(C2CCCCC2)C2CCCCC2)=C(C(C)C)C=1)C.[O-]P([O-])([O-])=O.[K+].[K+].[K+]. The catalyst is O1CCOCC1.O.C1C=CC(/C=C/C(/C=C/C2C=CC=CC=2)=O)=CC=1.C1C=CC(/C=C/C(/C=C/C2C=CC=CC=2)=O)=CC=1.C1C=CC(/C=C/C(/C=C/C2C=CC=CC=2)=O)=CC=1.[Pd].[Pd]. The product is [CH2:42]([O:49][C:50]1[CH:55]=[CH:54][C:53]([C:18]2[C:19]([N:21]([CH3:26])[S:22]([CH3:25])(=[O:23])=[O:24])=[CH:20][C:10]3[O:9][C:8]([C:5]4[CH:4]=[CH:3][C:2]([F:1])=[CH:7][CH:6]=4)=[C:12]([C:13]([NH:15][CH3:16])=[O:14])[C:11]=3[CH:17]=2)=[N:52][C:51]=1[C:57]1[C:65]([CH2:66][OH:67])=[C:60]2[CH:61]=[CH:62][CH:63]=[CH:64][N:59]2[N:58]=1)[C:43]1[CH:44]=[CH:45][CH:46]=[CH:47][CH:48]=1. The yield is 0.530. (8) The reactants are [C:1](Cl)(=[O:5])C(Cl)=O.[Cl:7][C:8]1[CH:13]=[CH:12][C:11]([C:14]2[S:18][C:17]([C:19](O)=[O:20])=[C:16]([C:22]3[CH:27]=[CH:26][C:25]([S:28](=[O:31])(=[O:30])[NH2:29])=[CH:24][CH:23]=3)[C:15]=2[N:32]([CH3:34])[CH3:33])=[CH:10][CH:9]=1.[CH3:35][N:36]([CH:38]=O)[CH3:37].[CH2:40]([N:42](CC)CC)C. The catalyst is ClCCl. The product is [Cl:7][C:8]1[CH:9]=[CH:10][C:11]([C:14]2[S:18][C:17]([C:19]([N:42]([O:5][CH3:1])[CH3:40])=[O:20])=[C:16]([C:22]3[CH:27]=[CH:26][C:25]([S:28](=[O:31])(=[O:30])[N:29]=[CH:35][N:36]([CH3:38])[CH3:37])=[CH:24][CH:23]=3)[C:15]=2[N:32]([CH3:33])[CH3:34])=[CH:12][CH:13]=1. The yield is 0.653. (9) The reactants are Cl[C:2]1[CH:7]=[C:6]([N:8]2[CH2:12][CH2:11][CH2:10][CH2:9]2)[N:5]=[C:4](/[CH:13]=[CH:14]/[C:15]2[C:16]([N:25]([CH3:27])[CH3:26])=[N:17][C:18]3[C:23]([N:24]=2)=[CH:22][CH:21]=[CH:20][CH:19]=3)[N:3]=1.[CH3:28][NH:29][CH:30]1[CH2:35][CH2:34][O:33][CH2:32][CH2:31]1.CC(C)([O-])C.[Na+].C1(P(C2CCCCC2)C2C=CC=CC=2C2C=CC=CC=2N(C)C)CCCCC1. The catalyst is O1CCOCC1.C([O-])(=O)C.[Pd+2].C([O-])(=O)C. The product is [CH3:26][N:25]([CH3:27])[C:16]1[C:15](/[CH:14]=[CH:13]/[C:4]2[N:3]=[C:2]([N:29]([CH3:28])[CH:30]3[CH2:35][CH2:34][O:33][CH2:32][CH2:31]3)[CH:7]=[C:6]([N:8]3[CH2:9][CH2:10][CH2:11][CH2:12]3)[N:5]=2)=[N:24][C:23]2[C:18](=[CH:19][CH:20]=[CH:21][CH:22]=2)[N:17]=1. The yield is 0.610.